This data is from Full USPTO retrosynthesis dataset with 1.9M reactions from patents (1976-2016). The task is: Predict the reactants needed to synthesize the given product. (1) The reactants are: [Br:1][C:2]1[CH:3]=[N:4][C:5]2[N:6]([N:8]=[C:9]([C:11]([OH:13])=O)[CH:10]=2)[CH:7]=1.[CH3:14][S:15]([C:18]1[CH:27]=[CH:26][CH:25]=[C:24]2[C:19]=1[CH2:20][CH2:21][NH:22][N:23]2[CH3:28])(=[O:17])=[O:16]. Given the product [Br:1][C:2]1[CH:3]=[N:4][C:5]2[N:6]([N:8]=[C:9]([C:11]([N:22]3[CH2:21][CH2:20][C:19]4[C:24](=[CH:25][CH:26]=[CH:27][C:18]=4[S:15]([CH3:14])(=[O:17])=[O:16])[N:23]3[CH3:28])=[O:13])[CH:10]=2)[CH:7]=1, predict the reactants needed to synthesize it. (2) Given the product [NH2:1][C:2]1[C:11]2[CH:10]=[CH:9][C:8]([F:12])=[C:7]([C:25]3[CH:24]=[C:23]([F:22])[CH:28]=[CH:27][C:26]=3[O:32][CH3:33])[C:6]=2[N:5]=[C:4]2[CH2:14][N:15]([CH:18]3[CH2:21][CH2:20][CH2:19]3)[C:16](=[O:17])[C:3]=12, predict the reactants needed to synthesize it. The reactants are: [NH2:1][C:2]1[C:11]2[CH:10]=[CH:9][C:8]([F:12])=[C:7](Br)[C:6]=2[N:5]=[C:4]2[CH2:14][N:15]([CH:18]3[CH2:21][CH2:20][CH2:19]3)[C:16](=[O:17])[C:3]=12.[F:22][C:23]1[CH:24]=[CH:25][C:26]([O:32][CH3:33])=[C:27](B(O)O)[CH:28]=1. (3) Given the product [CH2:2]([O:4][C:5](=[O:15])[CH:6]([CH2:28][C:27]1[CH:30]=[CH:31][CH:32]=[CH:33][C:26]=1[C:20]1[CH:25]=[CH:24][CH:23]=[CH:22][CH:21]=1)[CH2:7][CH2:8][CH2:9][C:10]([O:12][CH2:13][CH3:14])=[O:11])[CH3:3], predict the reactants needed to synthesize it. The reactants are: O.[CH2:2]([O:4][C:5](=[O:15])[CH2:6][CH2:7][CH2:8][CH2:9][C:10]([O:12][CH2:13][CH3:14])=[O:11])[CH3:3].CC[O-].[Na+].[C:20]1([C:26]2[CH:33]=[CH:32][CH:31]=[CH:30][C:27]=2[CH2:28]Br)[CH:25]=[CH:24][CH:23]=[CH:22][CH:21]=1. (4) The reactants are: O.O.O.O.O.O.O.O.[OH-].[Ba+2].[OH-].C(NC(=O)[O-])C.[CH3:18][O:19][C:20]1[C:21]([Cl:33])=[CH:22][C:23]2[CH:24]([CH3:32])[CH:25]3[CH2:29][NH:28][CH2:27][CH:26]3[C:30]=2[CH:31]=1.Cl. Given the product [CH3:18][O:19][C:20]1[C:21]([Cl:33])=[CH:22][C:23]2[CH:24]([CH3:32])[CH:25]3[CH2:29][NH:28][CH2:27][CH:26]3[C:30]=2[CH:31]=1, predict the reactants needed to synthesize it. (5) Given the product [F:11][C:12]1[CH:17]=[CH:16][C:15]([O:10][CH:6]2[CH2:7][CH:8]3[CH:4]([CH2:3][C:2](=[O:1])[CH2:9]3)[CH2:5]2)=[CH:14][CH:13]=1, predict the reactants needed to synthesize it. The reactants are: [OH:1][CH:2]1[CH2:9][CH:8]2[CH:4]([CH2:5][C:6](=[O:10])[CH2:7]2)[CH2:3]1.[F:11][C:12]1[CH:17]=[CH:16][C:15](O)=[CH:14][CH:13]=1.C1(P(C2C=CC=CC=2)C2C=CC=CC=2)C=CC=CC=1.CCOC(/N=N/C(OCC)=O)=O.